From a dataset of Full USPTO retrosynthesis dataset with 1.9M reactions from patents (1976-2016). Predict the reactants needed to synthesize the given product. Given the product [B:17]([C:14]1[CH:13]=[N:12][C:11]([N:1]2[CH2:6][CH2:5][O:4][C@@H:3]([C:7]([OH:9])=[O:8])[CH2:2]2)=[N:16][CH:15]=1)([OH:19])[OH:18], predict the reactants needed to synthesize it. The reactants are: [NH:1]1[CH2:6][CH2:5][O:4][C@@H:3]([C:7]([OH:9])=[O:8])[CH2:2]1.Cl[C:11]1[N:16]=[CH:15][C:14]([B:17]([OH:19])[OH:18])=[CH:13][N:12]=1.